This data is from Forward reaction prediction with 1.9M reactions from USPTO patents (1976-2016). The task is: Predict the product of the given reaction. (1) The product is: [C:1]([C:3]1[CH:4]=[C:5]([C:14]2[O:18][N:17]=[C:16]([C:19]3[CH:27]=[CH:26][C:25]4[NH:24][C:23]5[CH:28]([CH2:31][C:32]([OH:34])=[O:33])[CH2:29][CH2:30][C:22]=5[C:21]=4[CH:20]=3)[N:15]=2)[CH:6]=[CH:7][C:8]=1[O:47][CH:48]1[CH2:44][CH2:45][CH2:46][CH2:37]1)#[N:2]. Given the reactants [C:1]([C:3]1[CH:4]=[C:5]([C:14]2[O:18][N:17]=[C:16]([C:19]3[CH:27]=[CH:26][C:25]4[NH:24][C:23]5[CH:28]([CH2:31][C:32]([O:34]CC)=[O:33])[CH2:29][CH2:30][C:22]=5[C:21]=4[CH:20]=3)[N:15]=2)[CH:6]=[C:7](OC(F)(F)F)[CH:8]=1)#[N:2].[CH3:37][Si](C)(C)[O-].[K+].Cl.[CH2:44]1[CH2:48][O:47][CH2:46][CH2:45]1, predict the reaction product. (2) Given the reactants [Cl:1][C:2]1[CH:3]=[C:4]2[C:17]([CH3:19])([CH3:18])[C:16]([CH3:20])=[N:15][C:5]2=[N+:6]([CH2:8][CH2:9][CH2:10][S:11]([O-:14])(=[O:13])=[O:12])[CH:7]=1.[CH3:21][C:22]1[C:30]([CH3:32])([CH3:31])[C:29]2[C:24](=[CH:25][CH:26]=[C:27]([S:33]([O-:36])(=[O:35])=[O:34])[CH:28]=2)[N+:23]=1[CH2:37][CH2:38][CH2:39][S:40]([O-:43])(=[O:42])=[O:41].[Na+:44].[Br-].[Br:46]/[C:47](=[CH:56]\NC1C=CC=CC=1)/[CH:48]=[NH+]/C1C=CC=CC=1.C(OC(=O)C)(=O)C, predict the reaction product. The product is: [Br:46]/[C:47](/[CH:56]=[CH:20]/[C:16]1[C:17]([CH3:19])([CH3:18])[C:4]2[C:5]([N:15]=1)=[N+:6]([CH2:8][CH2:9][CH2:10][S:11]([O-:14])(=[O:13])=[O:12])[CH:7]=[C:2]([Cl:1])[CH:3]=2)=[CH:48]\[CH:21]=[C:22]1\[N:23]([CH2:37][CH2:38][CH2:39][S:40]([O-:43])(=[O:42])=[O:41])[C:24]2[C:29]([C:30]\1([CH3:31])[CH3:32])=[CH:28][C:27]([S:33]([O-:36])(=[O:35])=[O:34])=[CH:26][CH:25]=2.[Na+:44].[Na+:44].